This data is from Forward reaction prediction with 1.9M reactions from USPTO patents (1976-2016). The task is: Predict the product of the given reaction. (1) Given the reactants [C:1]([O:4][NH:5][C:6](=[NH:22])[CH2:7][C:8]1([N:13]2[C:17]3=[N:18][CH:19]=[CH:20][CH:21]=[C:16]3[CH:15]=[CH:14]2)[CH2:12][CH2:11][CH2:10][CH2:9]1)(=[O:3])[CH3:2], predict the reaction product. The product is: [C:1]([OH:4])(=[O:3])[CH3:2].[N:13]1([C:8]2([CH2:7][C:6]([NH2:22])=[NH:5])[CH2:12][CH2:11][CH2:10][CH2:9]2)[C:17]2=[N:18][CH:19]=[CH:20][CH:21]=[C:16]2[CH:15]=[CH:14]1. (2) Given the reactants [CH:1]1([NH:4][C:5]([C:7]2[CH:8]=[CH:9][C:10]([CH3:27])=[C:11]([C:13]3[CH:14]=[C:15]4[C:19](=[CH:20][CH:21]=3)[N:18]([CH2:22][C:23](OC)=[O:24])[N:17]=[CH:16]4)[CH:12]=2)=[O:6])[CH2:3][CH2:2]1.[CH:28]1([CH2:31][NH2:32])[CH2:30][CH2:29]1, predict the reaction product. The product is: [CH:1]1([NH:4][C:5](=[O:6])[C:7]2[CH:8]=[CH:9][C:10]([CH3:27])=[C:11]([C:13]3[CH:14]=[C:15]4[C:19](=[CH:20][CH:21]=3)[N:18]([CH2:22][C:23]([NH:32][CH2:31][CH:28]3[CH2:30][CH2:29]3)=[O:24])[N:17]=[CH:16]4)[CH:12]=2)[CH2:3][CH2:2]1.